From a dataset of Forward reaction prediction with 1.9M reactions from USPTO patents (1976-2016). Predict the product of the given reaction. Given the reactants [CH2:1]([N:8]1[C@@H:13]2[C@:14]([F:27])([C:16]3[N:20](COCCOC)[N:19]=[N:18][N:17]=3)[CH2:15][C@@:9]1([C:46]1[CH:51]=[CH:50][CH:49]=[CH:48][CH:47]=1)[C@H:10]([O:28][C@H:29]([C:32]1[CH:37]=[C:36]([C:38]([F:41])([F:40])[F:39])[CH:35]=[C:34]([C:42]([F:45])([F:44])[F:43])[CH:33]=1)[CH2:30]I)[CH2:11][CH2:12]2)[C:2]1[CH:7]=[CH:6][CH:5]=[CH:4][CH:3]=1.C(N(CC)CC)C, predict the reaction product. The product is: [CH2:1]([N:8]1[C@@H:13]2[C@:14]([F:27])([C:16]3[NH:20][N:19]=[N:18][N:17]=3)[CH2:15][C@@:9]1([C:46]1[CH:51]=[CH:50][CH:49]=[CH:48][CH:47]=1)[C@H:10]([O:28][C@H:29]([C:32]1[CH:33]=[C:34]([C:42]([F:43])([F:44])[F:45])[CH:35]=[C:36]([C:38]([F:41])([F:40])[F:39])[CH:37]=1)[CH3:30])[CH2:11][CH2:12]2)[C:2]1[CH:7]=[CH:6][CH:5]=[CH:4][CH:3]=1.